From a dataset of Full USPTO retrosynthesis dataset with 1.9M reactions from patents (1976-2016). Predict the reactants needed to synthesize the given product. Given the product [Cl:1][C:2]1[CH:7]=[CH:6][C:5]([C@H:8]([NH:13][C:14]2[CH:15]=[CH:16][C:17]([CH3:22])=[C:18]([CH:21]=2)[CH2:19][N:24]2[CH2:28][CH2:27][C@@H:26]([C:29]([OH:31])=[O:30])[CH2:25]2)[C:9]([F:11])([F:12])[F:10])=[CH:4][C:3]=1[CH3:23], predict the reactants needed to synthesize it. The reactants are: [Cl:1][C:2]1[CH:7]=[CH:6][C:5]([C@H:8]([NH:13][C:14]2[CH:15]=[CH:16][C:17]([CH3:22])=[C:18]([CH:21]=2)[CH:19]=O)[C:9]([F:12])([F:11])[F:10])=[CH:4][C:3]=1[CH3:23].[NH:24]1[CH2:28][CH2:27][C@@H:26]([C:29]([OH:31])=[O:30])[CH2:25]1.CC(O)=O.